This data is from Catalyst prediction with 721,799 reactions and 888 catalyst types from USPTO. The task is: Predict which catalyst facilitates the given reaction. Reactant: [OH-].[Na+].[CH3:3][C:4]1[N:9]([C:10]2[CH:15]=[CH:14][CH:13]=[C:12]([C:16]([F:19])([F:18])[F:17])[CH:11]=2)[C:8](=[O:20])[C:7]([C:21]([O:23]CC)=[O:22])=[CH:6][C:5]=1[C:26]1[CH:31]=[CH:30][CH:29]=[CH:28][CH:27]=1. Product: [CH3:3][C:4]1[N:9]([C:10]2[CH:15]=[CH:14][CH:13]=[C:12]([C:16]([F:17])([F:18])[F:19])[CH:11]=2)[C:8](=[O:20])[C:7]([C:21]([OH:23])=[O:22])=[CH:6][C:5]=1[C:26]1[CH:31]=[CH:30][CH:29]=[CH:28][CH:27]=1. The catalyst class is: 87.